The task is: Predict the product of the given reaction.. This data is from Forward reaction prediction with 1.9M reactions from USPTO patents (1976-2016). (1) Given the reactants C(O[CH:4]=[CH:5][C:6](=O)[C:7]([F:10])([F:9])[F:8])C.[C:12]([CH2:14][C:15]([NH2:17])=[S:16])#[N:13].CN1CCOCC1, predict the reaction product. The product is: [SH:16][C:15]1[C:14]([C:12]#[N:13])=[CH:4][CH:5]=[C:6]([C:7]([F:8])([F:9])[F:10])[N:17]=1. (2) Given the reactants C12([C:11]3[CH:12]=[C:13]([Br:18])[CH:14]=[CH:15][C:16]=3O)CC3CC(CC(C3)C1)C2.C(N(CC)CC)C.[Si:26](Cl)([C:29]([CH3:32])([CH3:31])[CH3:30])([CH3:28])[CH3:27].[OH2:34], predict the reaction product. The product is: [Si:26]([O:34][C:14]1[CH:15]=[CH:16][CH:11]=[CH:12][C:13]=1[Br:18])([C:29]([CH3:32])([CH3:31])[CH3:30])([CH3:28])[CH3:27].